From a dataset of Full USPTO retrosynthesis dataset with 1.9M reactions from patents (1976-2016). Predict the reactants needed to synthesize the given product. (1) Given the product [CH3:27][N:28]([CH3:32])[CH2:29][CH2:30][NH:31][C:3]([C:5]1[C:18]2[C:9](=[N:10][C:11]3[C:16]([N:17]=2)=[C:15]2[CH:19]=[CH:20][CH:21]=[C:22]([O:23][CH3:24])[C:14]2=[CH:13][CH:12]=3)[CH:8]=[CH:7][C:6]=1[NH:25][CH3:26])=[O:4], predict the reactants needed to synthesize it. The reactants are: CO[C:3]([C:5]1[C:18]2[C:9](=[N:10][C:11]3[C:16]([N:17]=2)=[C:15]2[CH:19]=[CH:20][CH:21]=[C:22]([O:23][CH3:24])[C:14]2=[CH:13][CH:12]=3)[CH:8]=[CH:7][C:6]=1[NH:25][CH3:26])=[O:4].[CH3:27][N:28]([CH3:32])[CH2:29][CH2:30][NH2:31]. (2) Given the product [CH3:40][S:41]([O:29][CH2:28][CH2:27][O:26][C:23]1[CH:22]=[CH:21][C:20]([CH2:19][CH2:18][N:14]2[CH2:13][C@@H:12]([C:10]3[CH:9]=[CH:8][C:6]4[O:7][C:2]([CH3:30])([CH3:1])[O:3][CH2:4][C:5]=4[CH:11]=3)[O:16][C:15]2=[O:17])=[CH:25][CH:24]=1)(=[O:43])=[O:42], predict the reactants needed to synthesize it. The reactants are: [CH3:1][C:2]1([CH3:30])[O:7][C:6]2[CH:8]=[CH:9][C:10]([C@H:12]3[O:16][C:15](=[O:17])[N:14]([CH2:18][CH2:19][C:20]4[CH:25]=[CH:24][C:23]([O:26][CH2:27][CH2:28][OH:29])=[CH:22][CH:21]=4)[CH2:13]3)=[CH:11][C:5]=2[CH2:4][O:3]1.C(N(C(C)C)CC)(C)C.[CH3:40][S:41](Cl)(=[O:43])=[O:42].C([O-])(O)=O.[Na+]. (3) The reactants are: [CH3:1][C:2]1[C:6]([CH2:7]O)=[C:5]([CH3:9])[O:4][N:3]=1.COC1C=CC(P2(SP(C3C=CC(OC)=CC=3)(=S)S2)=[S:19])=CC=1. Given the product [CH3:1][C:2]1[C:6]([CH2:7][SH:19])=[C:5]([CH3:9])[O:4][N:3]=1, predict the reactants needed to synthesize it. (4) The reactants are: Br[C:2]1[CH:3]=[C:4]([C:8]2([C:18]3[CH:23]=[CH:22][N:21]=[CH:20][C:19]=3[F:24])[C:16]3[C:11](=[CH:12][CH:13]=[CH:14][CH:15]=3)[C:10]([NH2:17])=[N:9]2)[CH:5]=[CH:6][CH:7]=1.[F:25][C:26]1[CH:27]=[N:28][CH:29]=[C:30](B2OC(C)(C)C(C)(C)O2)[CH:31]=1. Given the product [F:24][C:19]1[CH:20]=[N:21][CH:22]=[CH:23][C:18]=1[C:8]1([C:16]2[CH:11]=[CH:12][CH:13]=[C:14]([C:30]3[CH:29]=[N:28][CH:27]=[C:26]([F:25])[CH:31]=3)[CH:15]=2)[C:4]2[C:5](=[CH:6][CH:7]=[CH:2][CH:3]=2)[C:10]([NH2:17])=[N:9]1, predict the reactants needed to synthesize it. (5) The reactants are: Cl[CH2:2][C:3]1[CH:8]=[CH:7][C:6]([C@H:9]([C:27]2[CH:32]=[CH:31][C:30]([Cl:33])=[CH:29][CH:28]=2)[N:10]2[CH2:13][C:12](=[C:14]([C:19]3[CH:24]=[C:23]([F:25])[CH:22]=[C:21]([F:26])[CH:20]=3)[S:15]([CH3:18])(=[O:17])=[O:16])[CH2:11]2)=[CH:5][CH:4]=1.[NH:34]1[CH2:39][CH2:38][CH2:37][CH2:36][CH2:35]1. Given the product [Cl:33][C:30]1[CH:31]=[CH:32][C:27]([C@@H:9]([C:6]2[CH:5]=[CH:4][C:3]([CH2:2][N:34]3[CH2:39][CH2:38][CH2:37][CH2:36][CH2:35]3)=[CH:8][CH:7]=2)[N:10]2[CH2:11][C:12](=[C:14]([C:19]3[CH:24]=[C:23]([F:25])[CH:22]=[C:21]([F:26])[CH:20]=3)[S:15]([CH3:18])(=[O:16])=[O:17])[CH2:13]2)=[CH:28][CH:29]=1, predict the reactants needed to synthesize it. (6) Given the product [CH3:1][O:2][C:3]([C:4]1[C:8]([C:9]2[CH:14]=[CH:13][CH:12]=[CH:11][CH:10]=2)=[N:15][S:18][C:5]=1[CH3:6])=[O:16], predict the reactants needed to synthesize it. The reactants are: [CH3:1][O:2][C:3](=[O:16])[C:4](=[C:8]([NH2:15])[C:9]1[CH:14]=[CH:13][CH:12]=[CH:11][CH:10]=1)[C:5](=O)[CH3:6].P12(SP3(SP(SP(S3)(S1)=S)(=S)S2)=S)=[S:18].C1(Cl)C(=O)C(Cl)=C(Cl)C(=O)C=1Cl. (7) Given the product [CH2:38]([CH:35]([CH2:36][CH3:37])[C:34]([NH:33][C:30]1[CH:31]=[CH:32][C:27]([N:24]2[CH2:25][CH2:26][N:21]([CH:14]([C:13]3[O:5][N:4]=[C:2]([CH3:3])[CH:1]=3)[C:15]3[CH:16]=[CH:17][CH:18]=[CH:19][CH:20]=3)[CH2:22][CH2:23]2)=[C:28]([F:41])[CH:29]=1)=[O:40])[CH3:39], predict the reactants needed to synthesize it. The reactants are: [CH3:1][C:2](=[N:4][OH:5])[CH3:3].[Li]CCCC.CO[C:13](=O)[CH:14]([N:21]1[CH2:26][CH2:25][N:24]([C:27]2[CH:32]=[CH:31][C:30]([NH:33][C:34](=[O:40])[CH:35]([CH2:38][CH3:39])[CH2:36][CH3:37])=[CH:29][C:28]=2[F:41])[CH2:23][CH2:22]1)[C:15]1[CH:20]=[CH:19][CH:18]=[CH:17][CH:16]=1.OS(O)(=O)=O.C([O-])(O)=O.[Na+]. (8) Given the product [C:18]([O:17][C:15]([N:14]([CH2:22][C:23]([O:25][C:26]([CH3:29])([CH3:27])[CH3:28])=[O:24])[C:12]1[CH:11]=[CH:10][CH:9]=[C:8]([CH:7]([CH2:6][C:5]2[CH:4]=[CH:3][C:2]([C:48]3[CH:47]=[CH:46][C:45]([O:49][CH2:50][CH3:51])=[CH:44][CH:43]=3)=[CH:41][CH:40]=2)[NH:30][S:31]([C:34]2[CH:39]=[CH:38][CH:37]=[CH:36][N:35]=2)(=[O:32])=[O:33])[N:13]=1)=[O:16])([CH3:19])([CH3:21])[CH3:20], predict the reactants needed to synthesize it. The reactants are: Br[C:2]1[CH:41]=[CH:40][C:5]([CH2:6][CH:7]([NH:30][S:31]([C:34]2[CH:39]=[CH:38][CH:37]=[CH:36][N:35]=2)(=[O:33])=[O:32])[C:8]2[N:13]=[C:12]([N:14]([CH2:22][C:23]([O:25][C:26]([CH3:29])([CH3:28])[CH3:27])=[O:24])[C:15]([O:17][C:18]([CH3:21])([CH3:20])[CH3:19])=[O:16])[CH:11]=[CH:10][CH:9]=2)=[CH:4][CH:3]=1.Br[C:43]1[CH:44]=[C:45]([O:49][CH2:50][CH3:51])[CH:46]=[CH:47][CH:48]=1.C(OC1C=CC(B(O)O)=CC=1)C.C(=O)([O-])[O-].[Na+].[Na+]. (9) Given the product [NH2:15][C:16]1[S:20][C:19]([C:21]2[C:22]([F:28])=[CH:23][CH:24]=[CH:25][C:26]=2[F:27])=[N:18][C:17]=1[C:29]([NH:31][C:32]1[C:33]([N:41]2[CH2:46][CH2:45][CH2:44][C@H:43]([NH2:47])[CH2:42]2)=[C:34]2[CH:40]=[CH:39][S:38][C:35]2=[N:36][CH:37]=1)=[O:30], predict the reactants needed to synthesize it. The reactants are: C(O)(C(F)(F)F)=O.C(OC([NH:15][C:16]1[S:20][C:19]([C:21]2[C:26]([F:27])=[CH:25][CH:24]=[CH:23][C:22]=2[F:28])=[N:18][C:17]=1[C:29]([NH:31][C:32]1[C:33]([N:41]2[CH2:46][CH2:45][CH2:44][C@H:43]([NH:47]C(=O)OC(C)(C)C)[CH2:42]2)=[C:34]2[CH:40]=[CH:39][S:38][C:35]2=[N:36][CH:37]=1)=[O:30])=O)(C)(C)C.